From a dataset of Reaction yield outcomes from USPTO patents with 853,638 reactions. Predict the reaction yield, written as a fraction of the theoretical maximum amount of product (1.0 means a 100% yield; for example, 0.34 means a 34% yield). (1) The reactants are [NH2:1][C@@H:2]([CH2:6][CH:7]=[CH2:8])[C:3]([OH:5])=[O:4].[OH-].[Na+].[C:11]([O:15][C:16](O[C:16]([O:15][C:11]([CH3:14])([CH3:13])[CH3:12])=[O:17])=[O:17])([CH3:14])([CH3:13])[CH3:12]. The catalyst is O1CCOCC1.O. The product is [C:11]([O:15][C:16]([NH:1][C@@H:2]([CH2:6][CH:7]=[CH2:8])[C:3]([OH:5])=[O:4])=[O:17])([CH3:14])([CH3:13])[CH3:12]. The yield is 0.950. (2) The reactants are [CH2:1]([O:8][C:9]1[CH:14]=[CH:13][CH:12]=[CH:11][C:10]=1[C:15](=O)[CH3:16])[C:2]1[CH:7]=[CH:6][CH:5]=[CH:4][CH:3]=1.[CH:18]([CH:20]1[CH2:25][CH2:24][CH2:23][N:22]([C:26]([O:28][C:29]([CH3:32])([CH3:31])[CH3:30])=[O:27])[CH2:21]1)=O.[C:33]([CH2:35][C:36]([O:38][C:39]([CH3:42])([CH3:41])[CH3:40])=[O:37])#[N:34].C([O-])(=O)C.[NH4+:47]. The catalyst is COCCOC. The product is [NH2:34][C:33]1[N:47]=[C:15]([C:10]2[CH:11]=[CH:12][CH:13]=[CH:14][C:9]=2[O:8][CH2:1][C:2]2[CH:7]=[CH:6][CH:5]=[CH:4][CH:3]=2)[CH:16]=[C:18]([CH:20]2[CH2:25][CH2:24][CH2:23][N:22]([C:26]([O:28][C:29]([CH3:32])([CH3:31])[CH3:30])=[O:27])[CH2:21]2)[C:35]=1[C:36]([O:38][C:39]([CH3:42])([CH3:41])[CH3:40])=[O:37]. The yield is 0.220. (3) The catalyst is C(#N)C.CN(C)C1C=CN=CC=1.C(OCC)(=O)C. The reactants are [Cl:1][C:2]1[C:3]([O:12][C:13]2[CH:18]=[C:17]([O:19][CH2:20][CH2:21][O:22][CH2:23][CH2:24][O:25][CH3:26])[CH:16]=[CH:15][C:14]=2/[CH:27]=[CH:28]/[C:29]([OH:31])=O)=[N:4][CH:5]=[C:6]([C:8]([F:11])([F:10])[F:9])[CH:7]=1.Cl.C(N=C=NCCCN(C)C)C.[CH2:44]([S:49]([NH2:52])(=[O:51])=[O:50])[CH2:45][CH2:46][CH2:47][CH3:48].Cl. The product is [Cl:1][C:2]1[C:3]([O:12][C:13]2[CH:18]=[C:17]([O:19][CH2:20][CH2:21][O:22][CH2:23][CH2:24][O:25][CH3:26])[CH:16]=[CH:15][C:14]=2/[CH:27]=[CH:28]/[C:29]([NH:52][S:49]([CH2:44][CH2:45][CH2:46][CH2:47][CH3:48])(=[O:51])=[O:50])=[O:31])=[N:4][CH:5]=[C:6]([C:8]([F:10])([F:9])[F:11])[CH:7]=1. The yield is 0.420.